From a dataset of Forward reaction prediction with 1.9M reactions from USPTO patents (1976-2016). Predict the product of the given reaction. (1) Given the reactants [CH3:1][CH:2](C[AlH]CC(C)C)[CH3:3].[Cl:10][C:11]1[CH:12]=[C:13]([CH:27]=[CH:28][C:29]=1[Cl:30])[CH2:14][N:15]1[CH2:20][CH2:19][CH:18]([CH2:21][C:22]([O:24]CC)=O)[CH2:17][CH2:16]1, predict the reaction product. The product is: [Cl:10][C:11]1[CH:12]=[C:13]([CH:27]=[CH:28][C:29]=1[Cl:30])[CH2:14][N:15]1[CH2:16][CH2:17][CH:18]([CH2:21][CH:22]([OH:24])[CH:2]([CH3:3])[CH3:1])[CH2:19][CH2:20]1. (2) Given the reactants I[C:2]1[CH:7]=[CH:6][CH:5]=[CH:4][N:3]=1.C([Mg]Cl)C.CON(C)[C:15]([C@H:17]1[O:22][CH2:21][CH2:20][N:19]([C:23]([O:25][C:26]([CH3:29])([CH3:28])[CH3:27])=[O:24])[CH2:18]1)=[O:16].[NH4+].[Cl-], predict the reaction product. The product is: [N:3]1[CH:4]=[CH:5][CH:6]=[CH:7][C:2]=1[C:15]([C@H:17]1[O:22][CH2:21][CH2:20][N:19]([C:23]([O:25][C:26]([CH3:29])([CH3:28])[CH3:27])=[O:24])[CH2:18]1)=[O:16]. (3) Given the reactants [C:1]([C:3]1[CH:12]=[C:11]2[C:6]([CH:7]=[CH:8][C:9](=[O:29])[N:10]2[CH2:13][CH2:14][N:15]2[CH2:20][CH2:19][CH:18]([NH:21]C(=O)OC(C)(C)C)[CH2:17][CH2:16]2)=[CH:5][CH:4]=1)#[N:2].Cl.C1(C)C=CC=CC=1, predict the reaction product. The product is: [NH2:21][CH:18]1[CH2:19][CH2:20][N:15]([CH2:14][CH2:13][N:10]2[C:11]3[C:6](=[CH:5][CH:4]=[C:3]([C:1]#[N:2])[CH:12]=3)[CH:7]=[CH:8][C:9]2=[O:29])[CH2:16][CH2:17]1. (4) Given the reactants [NH2:1][C:2]1[N:7]([C:8]2[CH:13]=[CH:12][C:11]([CH2:14][CH2:15][NH:16][C:17]([CH3:26])([C:19]([O:21]C(C)(C)C)=[O:20])[CH3:18])=[CH:10][CH:9]=2)[C:6](=[O:27])[CH:5]=[CH:4][C:3]=1[C:28](=[O:37])[C:29]1[CH:34]=[CH:33][C:32]([F:35])=[CH:31][C:30]=1[F:36].FC(F)(F)C(O)=O, predict the reaction product. The product is: [NH2:1][C:2]1[N:7]([C:8]2[CH:9]=[CH:10][C:11]([CH2:14][CH2:15][NH:16][C:17]([CH3:18])([C:19]([OH:21])=[O:20])[CH3:26])=[CH:12][CH:13]=2)[C:6](=[O:27])[CH:5]=[CH:4][C:3]=1[C:28](=[O:37])[C:29]1[CH:34]=[CH:33][C:32]([F:35])=[CH:31][C:30]=1[F:36]. (5) Given the reactants Br[CH2:2][CH2:3][CH2:4][N:5]1[C:9]2=[N:10][CH:11]=[N:12][C:13]([NH2:14])=[C:8]2[C:7]([I:15])=[N:6]1.[NH:16]1[CH:20]=[CH:19][N:18]=[CH:17]1.C(N(CC)CC)C, predict the reaction product. The product is: [N:16]1([CH2:2][CH2:3][CH2:4][N:5]2[C:9]3=[N:10][CH:11]=[N:12][C:13]([NH2:14])=[C:8]3[C:7]([I:15])=[N:6]2)[CH:20]=[CH:19][N:18]=[CH:17]1. (6) Given the reactants [NH2:1][C:2]1[CH:21]=[C:20]([CH2:22][OH:23])[C:5]2[N:6]([C:13]3[CH:18]=[CH:17][C:16]([F:19])=[CH:15][CH:14]=3)[C:7](=[O:12])[C:8]([CH3:11])([CH3:10])[O:9][C:4]=2[CH:3]=1.N1C=CC=C[CH:25]=1.[CH3:30][S:31](Cl)(=[O:33])=[O:32].O, predict the reaction product. The product is: [F:19][C:16]1[CH:15]=[CH:14][C:13]([N:6]2[C:5]3[C:20]([CH2:22][O:23][CH3:25])=[CH:21][C:2]([NH:1][S:31]([CH3:30])(=[O:33])=[O:32])=[CH:3][C:4]=3[O:9][C:8]([CH3:11])([CH3:10])[C:7]2=[O:12])=[CH:18][CH:17]=1.[F:19][C:16]1[CH:15]=[CH:14][C:13]([N:6]2[C:5]3[C:20]([CH2:22][OH:23])=[CH:21][C:2]([NH:1][S:31]([CH3:30])(=[O:33])=[O:32])=[CH:3][C:4]=3[O:9][C:8]([CH3:11])([CH3:10])[C:7]2=[O:12])=[CH:18][CH:17]=1. (7) Given the reactants [CH:1]1([C:4]2[CH:20]=[CH:19][C:18]([CH:21]3[C@H:26]([O:27]CC4C=CC=CC=4)[C@@H:25]([O:35]CC4C=CC=CC=4)[C@H:24]([O:43]CC4C=CC=CC=4)[C@@H:23]([CH2:51][O:52]CC4C=CC=CC=4)[O:22]3)=[CH:17][C:5]=2[CH2:6][C:7]2[CH:8]=[C:9]3[C:14](=[CH:15][CH:16]=2)[O:13][CH2:12][CH2:11][CH2:10]3)[CH2:3][CH2:2]1, predict the reaction product. The product is: [O:13]1[C:14]2[C:9](=[CH:8][C:7]([CH2:6][C:5]3[CH:17]=[C:18]([C@H:21]4[C@H:26]([OH:27])[C@@H:25]([OH:35])[C@H:24]([OH:43])[C@@H:23]([CH2:51][OH:52])[O:22]4)[CH:19]=[CH:20][C:4]=3[CH:1]3[CH2:2][CH2:3]3)=[CH:16][CH:15]=2)[CH2:10][CH2:11][CH2:12]1.